Dataset: Reaction yield outcomes from USPTO patents with 853,638 reactions. Task: Predict the reaction yield, written as a fraction of the theoretical maximum amount of product (1.0 means a 100% yield; for example, 0.34 means a 34% yield). (1) The reactants are Cl[C:2]1[N:3]=[CH:4][C:5]2[C:10]([CH:11]=1)=[CH:9][N:8]=[C:7]([CH:12]1[CH2:17][CH2:16][CH2:15][CH2:14][CH2:13]1)[CH:6]=2.[CH:18]1([C:21]([NH2:23])=[O:22])[CH2:20][CH2:19]1.C(=O)([O-])[O-].[Cs+].[Cs+].O1CCOCC1. The catalyst is C(OCC)(=O)C. The product is [CH:12]1([C:7]2[CH:6]=[C:5]3[C:10]([CH:11]=[C:2]([NH:23][C:21]([CH:18]4[CH2:20][CH2:19]4)=[O:22])[N:3]=[CH:4]3)=[CH:9][N:8]=2)[CH2:17][CH2:16][CH2:15][CH2:14][CH2:13]1. The yield is 0.660. (2) The reactants are [C:1]([OH:10])(=[O:9])[C:2]1[C:3](=[CH:5][CH:6]=[CH:7][CH:8]=1)[NH2:4].[CH2:11]=[C:12]1[O:16][C:14](=O)[CH2:13]1.C(OC(=O)C)(=O)C. The catalyst is CC(C)=O.O1CCCC1. The product is [O:16]=[C:12]([CH3:11])[CH2:13][C:14]1[O:9][C:1](=[O:10])[C:2]2[CH:8]=[CH:7][CH:6]=[CH:5][C:3]=2[N:4]=1. The yield is 0.570. (3) The catalyst is CO. The yield is 0.260. The reactants are [C:1]([C:5]1[CH:9]=[C:8]([NH:10][C:11](=[O:36])[NH:12][C:13]2[C:22]3[C:17](=[CH:18][CH:19]=[CH:20][CH:21]=3)[C:16]([O:23][CH2:24][C:25]3[CH:30]=[CH:29][N:28]=[C:27]([NH:31][C:32](=[O:35])[CH2:33]Cl)[CH:26]=3)=[CH:15][CH:14]=2)[N:7]([C:37]2[CH:42]=[CH:41][C:40]([CH3:43])=[CH:39][CH:38]=2)[N:6]=1)([CH3:4])([CH3:3])[CH3:2].[CH3:44][S-:45].[Na+]. The product is [C:1]([C:5]1[CH:9]=[C:8]([NH:10][C:11](=[O:36])[NH:12][C:13]2[C:22]3[C:17](=[CH:18][CH:19]=[CH:20][CH:21]=3)[C:16]([O:23][CH2:24][C:25]3[CH:30]=[CH:29][N:28]=[C:27]([NH:31][C:32](=[O:35])[CH2:33][S:45][CH3:44])[CH:26]=3)=[CH:15][CH:14]=2)[N:7]([C:37]2[CH:42]=[CH:41][C:40]([CH3:43])=[CH:39][CH:38]=2)[N:6]=1)([CH3:4])([CH3:3])[CH3:2].